This data is from NCI-60 drug combinations with 297,098 pairs across 59 cell lines. The task is: Regression. Given two drug SMILES strings and cell line genomic features, predict the synergy score measuring deviation from expected non-interaction effect. (1) Cell line: SW-620. Drug 1: CC1CCC2CC(C(=CC=CC=CC(CC(C(=O)C(C(C(=CC(C(=O)CC(OC(=O)C3CCCCN3C(=O)C(=O)C1(O2)O)C(C)CC4CCC(C(C4)OC)O)C)C)O)OC)C)C)C)OC. Synergy scores: CSS=53.3, Synergy_ZIP=0.776, Synergy_Bliss=-2.42, Synergy_Loewe=-13.9, Synergy_HSA=-3.27. Drug 2: C#CCC(CC1=CN=C2C(=N1)C(=NC(=N2)N)N)C3=CC=C(C=C3)C(=O)NC(CCC(=O)O)C(=O)O. (2) Cell line: HCC-2998. Synergy scores: CSS=38.6, Synergy_ZIP=-3.30, Synergy_Bliss=-4.34, Synergy_Loewe=-5.26, Synergy_HSA=-1.25. Drug 2: C1=CN(C(=O)N=C1N)C2C(C(C(O2)CO)O)O.Cl. Drug 1: C1=NC2=C(N1)C(=S)N=C(N2)N.